This data is from Catalyst prediction with 721,799 reactions and 888 catalyst types from USPTO. The task is: Predict which catalyst facilitates the given reaction. (1) Reactant: I[C:2]1[CH:3]=[CH:4][C:5]2[N:6]([CH:8]=[C:9]([C:11]([NH:13][C:14]3[CH:19]=[CH:18][CH:17]=[CH:16][CH:15]=3)=[O:12])[N:10]=2)[CH:7]=1.[CH2:20](C([Sn])=C(CCCC)CCCC)[CH2:21]CC. Product: [C:14]1([NH:13][C:11]([C:9]2[N:10]=[C:5]3[CH:4]=[CH:3][C:2]([CH:20]=[CH2:21])=[CH:7][N:6]3[CH:8]=2)=[O:12])[CH:19]=[CH:18][CH:17]=[CH:16][CH:15]=1. The catalyst class is: 455. (2) Reactant: [Cl:1][C:2]1[CH:7]=[C:6](Cl)[N:5]2[N:9]=[CH:10][C:11]([CH2:12][CH2:13][CH2:14][CH2:15][C:16]#[N:17])=[C:4]2[N:3]=1.[NH2:18][C:19]1[CH:20]=[C:21]([CH:27]=[CH:28][CH:29]=1)[C:22]([O:24][CH2:25][CH3:26])=[O:23]. Product: [CH2:25]([O:24][C:22](=[O:23])[C:21]1[CH:27]=[CH:28][CH:29]=[C:19]([NH:18][C:6]2[N:5]3[N:9]=[CH:10][C:11]([CH2:12][CH2:13][CH2:14][CH2:15][C:16]#[N:17])=[C:4]3[N:3]=[C:2]([Cl:1])[CH:7]=2)[CH:20]=1)[CH3:26]. The catalyst class is: 8. (3) Reactant: [F:1][C:2]([F:12])([F:11])[C:3]1[C:4](=O)[NH:5][C:6](=O)[NH:7][CH:8]=1.P(Cl)(Cl)([Cl:15])=O.P(=O)(O)(O)O.C(N(C(C)C)CC)(C)C.[ClH:32]. Product: [Cl:32][C:6]1[N:5]=[C:4]([Cl:15])[C:3]([C:2]([F:12])([F:11])[F:1])=[CH:8][N:7]=1. The catalyst class is: 28. (4) Reactant: [Br:1][C:2]1[CH:3]=[C:4]2[C:8](=[C:9]([C:11]([NH2:13])=[O:12])[CH:10]=1)[NH:7][CH:6]=[C:5]2[CH:14]1[CH2:19][CH2:18][N:17]([S:20]([CH2:23][CH2:24][CH2:25]Cl)(=[O:22])=[O:21])[CH2:16][CH2:15]1.[CH3:27][O-:28].[Na+]. Product: [Br:1][C:2]1[CH:3]=[C:4]2[C:8](=[C:9]([C:11]([NH2:13])=[O:12])[CH:10]=1)[NH:7][CH:6]=[C:5]2[CH:14]1[CH2:19][CH2:18][N:17]([S:20]([CH2:23][CH2:24][CH2:25][O:28][CH3:27])(=[O:22])=[O:21])[CH2:16][CH2:15]1. The catalyst class is: 5. (5) Reactant: C(OC([N:8]1[CH2:17][CH2:16][C:15]2[N:14]=[CH:13][C:12]([N+:18]([O-:20])=[O:19])=[CH:11][C:10]=2[CH2:9]1)=O)(C)(C)C.C(O)(C(F)(F)F)=O. Product: [N+:18]([C:12]1[CH:13]=[N:14][C:15]2[CH2:16][CH2:17][NH:8][CH2:9][C:10]=2[CH:11]=1)([O-:20])=[O:19]. The catalyst class is: 2. (6) Reactant: CN(C(ON1N=NC2C=CC=CC1=2)=[N+](C)C)C.[B-](F)(F)(F)F.[NH2:23][C:24]1[N:25]=[C:26]2[CH:31]=[CH:30][C:29]([C:32]([F:35])([F:34])[F:33])=[N:28][N:27]2[C:36]=1[C:37]([OH:39])=O.CCN(C(C)C)C(C)C.[CH3:49][N:50]1[CH2:55][CH2:54][CH:53]([O:56][C:57]2[CH:62]=[CH:61][N:60]=[CH:59][C:58]=2[NH2:63])[CH2:52][CH2:51]1. Product: [NH2:23][C:24]1[N:25]=[C:26]2[CH:31]=[CH:30][C:29]([C:32]([F:33])([F:34])[F:35])=[N:28][N:27]2[C:36]=1[C:37]([NH:63][C:58]1[CH:59]=[N:60][CH:61]=[CH:62][C:57]=1[O:56][CH:53]1[CH2:54][CH2:55][N:50]([CH3:49])[CH2:51][CH2:52]1)=[O:39]. The catalyst class is: 37. (7) Reactant: [OH:1][C:2]1[CH:7]=[CH:6][C:5]([C:8]([C:17]2[CH:22]=[CH:21][C:20]([OH:23])=[CH:19][CH:18]=2)([C:13]([F:16])([F:15])[F:14])[C:9]([F:12])([F:11])[F:10])=[CH:4][CH:3]=1.CN(C)[C:26](=O)[CH3:27].[C:30](=[O:33])([O-])[O-].[K+].[K+].[Cl:36][C:37]1[CH:51]=[CH:50][C:40]([C:41]([C:43]2[CH:48]=[CH:47][C:46](F)=[CH:45][CH:44]=2)=[O:42])=[CH:39][CH:38]=1. Product: [Cl:36][C:37]1[CH:51]=[CH:50][C:40]([C:41]([C:43]2[CH:48]=[CH:47][C:46]([O:1][C:2]3[CH:7]=[CH:6][C:5]([C:8]([C:17]4[CH:18]=[CH:19][C:20]([O:23][C:48]5[CH:47]=[CH:46][C:45]([C:30](=[O:33])[C:27]6[CH:26]=[CH:51][C:37]([Cl:36])=[CH:38][CH:39]=6)=[CH:44][CH:43]=5)=[CH:21][CH:22]=4)([C:9]([F:10])([F:11])[F:12])[C:13]([F:14])([F:15])[F:16])=[CH:4][CH:3]=3)=[CH:45][CH:44]=2)=[O:42])=[CH:39][CH:38]=1. The catalyst class is: 93. (8) Reactant: [N:1]1[CH:6]=[CH:5][CH:4]=[C:3]([NH:7][C:8]([NH2:10])=[S:9])[CH:2]=1.Br[CH2:12][C:13]([C:15]1[S:19][C:18]([NH:20][C:21](=[O:23])[CH3:22])=[N:17][C:16]=1[CH3:24])=O.C(N(CC)CC)C.O. Product: [CH3:24][C:16]1[N:17]=[C:18]([NH:20][C:21](=[O:23])[CH3:22])[S:19][C:15]=1[C:13]1[N:10]=[C:8]([NH:7][C:3]2[CH:2]=[N:1][CH:6]=[CH:5][CH:4]=2)[S:9][CH:12]=1. The catalyst class is: 8. (9) Reactant: [CH3:1][O:2][C:3]1[CH:8]=[CH:7][C:6]([N:9]2[C:13]3[N:14]=[CH:15][CH:16]=[C:17](O)[C:12]=3[C:11]([CH3:19])=[N:10]2)=[CH:5][CH:4]=1.P(Br)(Br)([Br:22])=O. Product: [Br:22][C:17]1[CH:16]=[CH:15][N:14]=[C:13]2[N:9]([C:6]3[CH:7]=[CH:8][C:3]([O:2][CH3:1])=[CH:4][CH:5]=3)[N:10]=[C:11]([CH3:19])[C:12]=12. The catalyst class is: 10.